Dataset: Catalyst prediction with 721,799 reactions and 888 catalyst types from USPTO. Task: Predict which catalyst facilitates the given reaction. (1) Reactant: [Br:1][C:2]1[CH:11]=[C:10]2[C:5]([CH:6]=[CH:7][N:8]=[C:9]2[OH:12])=[CH:4][CH:3]=1.[F:13][C:14]1[CH:15]=[C:16]([CH:19]=[CH:20][CH:21]=1)[CH2:17]Br.C(=O)([O-])[O-].[Cs+].[Cs+]. Product: [Br:1][C:2]1[CH:11]=[C:10]2[C:5]([CH:6]=[CH:7][N:8]([CH2:17][C:16]3[CH:19]=[CH:20][CH:21]=[C:14]([F:13])[CH:15]=3)[C:9]2=[O:12])=[CH:4][CH:3]=1. The catalyst class is: 9. (2) Reactant: C(Cl)(=O)C(Cl)=O.CS(C)=O.[CH2:11]([O:18][CH:19]([CH2:22]O)[CH2:20]O)[C:12]1[CH:17]=[CH:16][CH:15]=[CH:14][CH:13]=1.C(N(CC)CC)C.Cl.[NH2:32][C:33]1[NH:37][N:36]=[CH:35][C:34]=1[C:38]([OH:40])=[O:39]. Product: [CH2:11]([O:18][C:19]1[CH:20]=[N:32][C:33]2[N:37]([N:36]=[CH:35][C:34]=2[C:38]([OH:40])=[O:39])[CH:22]=1)[C:12]1[CH:13]=[CH:14][CH:15]=[CH:16][CH:17]=1. The catalyst class is: 4. (3) Reactant: [NH2:1][CH2:2][CH2:3][CH2:4][CH2:5][OH:6].[C:7]1([CH3:16])[CH:12]=[CH:11][C:10]([N:13]=[C:14]=[O:15])=[CH:9][CH:8]=1. Product: [OH:6][CH2:5][CH2:4][CH2:3][CH2:2][NH:1][C:14]([NH:13][C:10]1[CH:11]=[CH:12][C:7]([CH3:16])=[CH:8][CH:9]=1)=[O:15]. The catalyst class is: 2. (4) Reactant: [Cl:1][C:2]1[CH:3]=[C:4]([C:12]2[O:16][N:15]=[C:14]([C:17]3[CH:18]=[CH:19][CH:20]=[C:21]4[C:25]=3[N:24]([CH3:26])[CH:23]=[C:22]4[CH2:27][CH:28]=O)[N:13]=2)[CH:5]=[CH:6][C:7]=1[O:8][CH:9]([CH3:11])[CH3:10].[NH2:30][CH2:31][C:32]([O:34][CH2:35][CH3:36])=[O:33].C(O)(=O)C.C(O[BH-](OC(=O)C)OC(=O)C)(=O)C.[Na+]. Product: [Cl:1][C:2]1[CH:3]=[C:4]([C:12]2[O:16][N:15]=[C:14]([C:17]3[CH:18]=[CH:19][CH:20]=[C:21]4[C:25]=3[N:24]([CH3:26])[CH:23]=[C:22]4[CH2:27][CH2:28][NH:30][CH2:31][C:32]([O:34][CH2:35][CH3:36])=[O:33])[N:13]=2)[CH:5]=[CH:6][C:7]=1[O:8][CH:9]([CH3:10])[CH3:11]. The catalyst class is: 2. (5) Reactant: Br[C:2]1[N:6]2[CH:7]=[CH:8][C:9]([C:11]([F:14])([F:13])[F:12])=[N:10][C:5]2=[N:4][CH:3]=1.[F:15][C:16]1[CH:21]=[CH:20][C:19](B2OC(C)(C)C(C)(C)O2)=[CH:18][C:17]=1[C:31]1[CH:36]=[CH:35][CH:34]=[CH:33][C:32]=1[S:37]([CH3:40])(=[O:39])=[O:38].C(=O)([O-])[O-].[Na+].[Na+]. Product: [F:15][C:16]1[CH:21]=[CH:20][C:19]([C:2]2[N:6]3[CH:7]=[CH:8][C:9]([C:11]([F:14])([F:13])[F:12])=[N:10][C:5]3=[N:4][CH:3]=2)=[CH:18][C:17]=1[C:31]1[CH:36]=[CH:35][CH:34]=[CH:33][C:32]=1[S:37]([CH3:40])(=[O:39])=[O:38]. The catalyst class is: 602. (6) Reactant: [NH2:1][CH2:2][CH2:3][C:4]1[CH:9]=[CH:8][C:7]([S:10]([NH2:13])(=[O:12])=[O:11])=[CH:6][CH:5]=1.Br[CH2:15][C:16]#[CH:17].CCN(C(C)C)[CH:21]([CH3:23])[CH3:22]. Product: [CH2:15]([N:1]([CH2:23][C:21]#[CH:22])[CH2:2][CH2:3][C:4]1[CH:5]=[CH:6][C:7]([S:10]([NH2:13])(=[O:11])=[O:12])=[CH:8][CH:9]=1)[C:16]#[CH:17]. The catalyst class is: 10.